From a dataset of hERG Central: cardiac toxicity at 1µM, 10µM, and general inhibition. Predict hERG channel inhibition at various concentrations. (1) The molecule is COc1ccc(OCC(=O)N2CCN(C/C=C/c3ccccc3)CC2)cc1. Results: hERG_inhib (hERG inhibition (general)): blocker. (2) The drug is Cl.O=C(NCCCN1CCOCC1)c1ccc(Cl)c(S(=O)(=O)N2CCCCCC2)c1. Results: hERG_inhib (hERG inhibition (general)): blocker. (3) The drug is CN(C)c1ccc(N=C/C=C2\N(C)c3ccccc3C2(C)C)cc1. Results: hERG_inhib (hERG inhibition (general)): blocker.